Dataset: Reaction yield outcomes from USPTO patents with 853,638 reactions. Task: Predict the reaction yield, written as a fraction of the theoretical maximum amount of product (1.0 means a 100% yield; for example, 0.34 means a 34% yield). (1) The reactants are [N:1]1[CH:6]=[CH:5][CH:4]=[CH:3][C:2]=1[S:7][C:8]1[CH:9]=[C:10]([O:16][C:17]2[C:18]([CH3:24])=[N:19][N:20]([CH3:23])[C:21]=2[CH3:22])[C:11]([C:14]#[N:15])=[N:12][CH:13]=1.S(=O)(=O)(O)[OH:26].[OH-].[Na+]. The catalyst is O. The product is [N:1]1[CH:6]=[CH:5][CH:4]=[CH:3][C:2]=1[S:7][C:8]1[CH:9]=[C:10]([O:16][C:17]2[C:18]([CH3:24])=[N:19][N:20]([CH3:23])[C:21]=2[CH3:22])[C:11]([C:14]([NH2:15])=[O:26])=[N:12][CH:13]=1. The yield is 0.890. (2) The product is [CH3:14][N:15]([CH3:16])[C:2]1[CH:3]=[CH:4][C:5]([N+:11]([O-:13])=[O:12])=[C:6]([CH:10]=1)[C:7]([OH:9])=[O:8]. The catalyst is O. The reactants are Cl[C:2]1[CH:3]=[CH:4][C:5]([N+:11]([O-:13])=[O:12])=[C:6]([CH:10]=1)[C:7]([OH:9])=[O:8].[CH3:14][NH:15][CH3:16].Cl. The yield is 0.990.